This data is from Reaction yield outcomes from USPTO patents with 853,638 reactions. The task is: Predict the reaction yield, written as a fraction of the theoretical maximum amount of product (1.0 means a 100% yield; for example, 0.34 means a 34% yield). The reactants are [Cl-].[Mg+2].[Cl-].Cl[C:5]1[N:10]=[CH:9][NH:8][C:7]2=[N:11][CH:12]=[CH:13][C:6]=12.[Cl-].[NH4+].[CH2:16]1COCC1. No catalyst specified. The product is [CH3:16][C:5]1[C:6]2[CH:13]=[CH:12][NH:11][C:7]=2[N:8]=[CH:9][N:10]=1. The yield is 0.690.